From a dataset of Full USPTO retrosynthesis dataset with 1.9M reactions from patents (1976-2016). Predict the reactants needed to synthesize the given product. (1) Given the product [CH3:38][O:37][C:35](=[O:36])[C:34]1[CH:39]=[CH:40][C:31]([O:29][C:26]2[CH:25]=[CH:24][C:23]([C:20]3[CH:21]=[CH:22][C:17]([CH2:16][C:11]4[N:12]([CH2:14][CH3:15])[CH:13]=[C:9]([C:3]5[CH:4]=[CH:5][C:6]([Cl:8])=[CH:7][C:2]=5[Cl:1])[N:10]=4)=[CH:18][CH:19]=3)=[CH:28][CH:27]=2)=[N:32][CH:33]=1, predict the reactants needed to synthesize it. The reactants are: [Cl:1][C:2]1[CH:7]=[C:6]([Cl:8])[CH:5]=[CH:4][C:3]=1[C:9]1[N:10]=[C:11]([CH2:16][C:17]2[CH:22]=[CH:21][C:20]([C:23]3[CH:28]=[CH:27][C:26]([OH:29])=[CH:25][CH:24]=3)=[CH:19][CH:18]=2)[N:12]([CH2:14][CH3:15])[CH:13]=1.Cl[C:31]1[CH:40]=[CH:39][C:34]([C:35]([O:37][CH3:38])=[O:36])=[CH:33][N:32]=1. (2) The reactants are: [Cl:1][C:2]1[CH:7]=[CH:6][C:5]([C:8]2[CH:12]=[C:11]([CH2:13][CH2:14]O)[O:10][N:9]=2)=[CH:4][CH:3]=1.C(N(C(C)C)CC)(C)C.CS(Cl)(=O)=O.Cl.[N:31]1([C:37]([O:39][CH2:40][C:41]([NH:43][CH3:44])=[O:42])=[O:38])[CH2:36][CH2:35][NH:34][CH2:33][CH2:32]1.C(=O)([O-])[O-].[K+].[K+]. Given the product [Cl:1][C:2]1[CH:3]=[CH:4][C:5]([C:8]2[CH:12]=[C:11]([CH2:13][CH2:14][N:34]3[CH2:33][CH2:32][N:31]([C:37]([O:39][CH2:40][C:41]([NH:43][CH3:44])=[O:42])=[O:38])[CH2:36][CH2:35]3)[O:10][N:9]=2)=[CH:6][CH:7]=1, predict the reactants needed to synthesize it. (3) Given the product [NH:1]1[CH2:5][CH2:4][CH2:3][CH:2]1[C:6]([O:8][C:9]1[CH:14]=[CH:13][CH:12]=[CH:11][CH:10]=1)=[O:7], predict the reactants needed to synthesize it. The reactants are: [N:1]1(C(OC(C)(C)C)=O)[CH2:5][CH2:4][CH2:3][CH:2]1[C:6]([O:8][C:9]1[CH:14]=[CH:13][CH:12]=[CH:11][CH:10]=1)=[O:7].FC(F)(F)C(O)=O. (4) Given the product [C:67]([C:60]12[CH2:59][CH:58]3[CH2:66][CH:62]([CH2:63][CH:64]([CH:57]3[NH:56][C:38]([N:20]3[C:21]4[C:26](=[CH:25][CH:24]=[CH:23][CH:22]=4)[N:17]([C:14]4[N:13]=[CH:12][C:11]([CH:8]5[CH2:9][CH2:10][N:5]([C:1]([CH3:4])([CH3:2])[CH3:3])[CH2:6][CH2:7]5)=[CH:16][CH:15]=4)[CH2:18][CH2:19]3)=[O:44])[CH2:65]1)[CH2:61]2)(=[O:68])[NH2:69], predict the reactants needed to synthesize it. The reactants are: [C:1]([N:5]1[CH2:10][CH2:9][CH:8]([C:11]2[CH:12]=[N:13][C:14]([N:17]3[C:26]4[C:21](=[CH:22][CH:23]=[CH:24][CH:25]=4)[NH:20][CH2:19][CH2:18]3)=[CH:15][CH:16]=2)[CH2:7][CH2:6]1)([CH3:4])([CH3:3])[CH3:2].C(N(CC)CC)C.ClC(Cl)(O[C:38](=[O:44])OC(Cl)(Cl)Cl)Cl.C(N(C(C)C)CC)(C)C.Cl.[NH2:56][CH:57]1[CH:64]2[CH2:65][C:60]3([C:67]([NH2:69])=[O:68])[CH2:61][CH:62]([CH2:66][CH:58]1[CH2:59]3)[CH2:63]2. (5) Given the product [CH3:25][O:24][C:8]1[C:9]2[C:10]3[CH:14]=[N:13][NH:12][C:11]=3[C:2]([NH:33][C:32]3[CH:34]=[CH:35][CH:36]=[C:30]([S:27]([CH3:26])(=[O:29])=[O:28])[CH:31]=3)=[N:3][C:4]=2[CH:5]=[CH:6][CH:7]=1, predict the reactants needed to synthesize it. The reactants are: Cl[C:2]1[C:11]2=[N:12][N:13](CC3C=CC(OC)=CC=3)[CH:14]=[C:10]2[C:9]2[C:8]([O:24][CH3:25])=[CH:7][CH:6]=[CH:5][C:4]=2[N:3]=1.[CH3:26][S:27]([C:30]1[CH:31]=[C:32]([CH:34]=[CH:35][CH:36]=1)[NH2:33])(=[O:29])=[O:28].Cl.